This data is from Reaction yield outcomes from USPTO patents with 853,638 reactions. The task is: Predict the reaction yield, written as a fraction of the theoretical maximum amount of product (1.0 means a 100% yield; for example, 0.34 means a 34% yield). (1) The reactants are [CH2:1]([C@@H:8]1[NH:13][CH2:12][CH2:11][N:10]([C:14]2[CH:19]=[CH:18][C:17]([O:20][CH3:21])=[C:16]([O:22][CH:23]3[CH2:26][CH2:25][CH2:24]3)[CH:15]=2)[CH2:9]1)[C:2]1[CH:7]=[CH:6][CH:5]=[CH:4][CH:3]=1.C([O:29][C:30](=O)[CH2:31][C:32]1[NH:33][N:34]=[C:35]([CH:37]([CH3:39])[CH3:38])[N:36]=1)C. No catalyst specified. The product is [CH2:1]([C@H:8]1[CH2:9][N:10]([C:14]2[CH:19]=[CH:18][C:17]([O:20][CH3:21])=[C:16]([O:22][CH:23]3[CH2:26][CH2:25][CH2:24]3)[CH:15]=2)[CH2:11][CH2:12][N:13]1[C:30](=[O:29])[CH2:31][C:32]1[NH:33][N:34]=[C:35]([CH:37]([CH3:38])[CH3:39])[N:36]=1)[C:2]1[CH:3]=[CH:4][CH:5]=[CH:6][CH:7]=1. The yield is 0.250. (2) The reactants are [ClH:1].[CH:2]1([C:5]([C:7]2[CH:12]=[CH:11][C:10]([CH2:13][CH:14]([C:19]([O:21][CH3:22])=[O:20])[C:15]([O:17][CH3:18])=[O:16])=[CH:9][CH:8]=2)=[O:6])[CH2:4][CH2:3]1. The catalyst is C(O)C.C1(C)C=CC=CC=1. The product is [Cl:1][CH2:4][CH2:3][CH2:2][C:5]([C:7]1[CH:12]=[CH:11][C:10]([CH2:13][CH:14]([C:19]([O:21][CH3:22])=[O:20])[C:15]([O:17][CH3:18])=[O:16])=[CH:9][CH:8]=1)=[O:6]. The yield is 0.910. (3) The reactants are [Si]([O:8][CH2:9][C:10]1([CH3:38])[S:16][CH2:15][CH2:14][N:13]2[C:17]([C:20]3([C:23]4[CH:28]=[CH:27][C:26](B5OC(C)(C)C(C)(C)O5)=[CH:25][CH:24]=4)[CH2:22][CH2:21]3)=[N:18][N:19]=[C:12]2[CH2:11]1)(C(C)(C)C)(C)C.Cl[C:40]1[CH:45]=[C:44](Cl)[N:43]=[CH:42][N:41]=1.[C:47](=O)([O-])[O-:48].[K+].[K+].C(=O)([O-])O.[Na+]. The catalyst is C(COC)OC.O.C1C=CC([P]([Pd]([P](C2C=CC=CC=2)(C2C=CC=CC=2)C2C=CC=CC=2)([P](C2C=CC=CC=2)(C2C=CC=CC=2)C2C=CC=CC=2)[P](C2C=CC=CC=2)(C2C=CC=CC=2)C2C=CC=CC=2)(C2C=CC=CC=2)C2C=CC=CC=2)=CC=1. The product is [CH3:47][O:48][C:44]1[N:43]=[CH:42][N:41]=[C:40]([C:26]2[CH:25]=[CH:24][C:23]([C:20]3([C:17]4[N:13]5[CH2:14][CH2:15][S:16][C:10]([CH2:9][OH:8])([CH3:38])[CH2:11][C:12]5=[N:19][N:18]=4)[CH2:22][CH2:21]3)=[CH:28][CH:27]=2)[CH:45]=1. The yield is 0.520.